From a dataset of Full USPTO retrosynthesis dataset with 1.9M reactions from patents (1976-2016). Predict the reactants needed to synthesize the given product. The reactants are: O[CH2:2][CH:3]=C(CCC=C(CCC=C(C)C)C)C.CC(C)=CCC/C(/C)=C/CC/C(/C)=C/C=O.CC(C)[O-].[Al+3].CC(C)[O-].CC(C)[O-].[CH3:46][CH:47]([CH2:54][CH2:55][CH2:56][CH:57]([CH3:64])[CH2:58][CH2:59][CH2:60][CH:61]([CH3:63])[CH3:62])[CH2:48][CH2:49][CH2:50][C:51](=[O:53])[CH3:52].[C-]#[C-]. Given the product [CH3:62][CH:61]([CH2:60][CH2:59][CH2:58][CH:57]([CH2:56][CH2:55][CH2:54][CH:47]([CH2:48][CH2:49][CH2:50][C:51]([OH:53])([CH:2]=[CH2:3])[CH3:52])[CH3:46])[CH3:64])[CH3:63], predict the reactants needed to synthesize it.